Dataset: Catalyst prediction with 721,799 reactions and 888 catalyst types from USPTO. Task: Predict which catalyst facilitates the given reaction. (1) Reactant: Cl[C:2]1[CH:7]=[C:6]([Cl:8])[N:5]=[CH:4][N:3]=1.[CH3:9][O:10][C:11]1[CH:17]=[C:16]([O:18][CH3:19])[CH:15]=[CH:14][C:12]=1[NH2:13].C(N(CC)C(C)C)(C)C. Product: [Cl:8][C:6]1[N:5]=[CH:4][N:3]=[C:2]([NH:13][C:12]2[CH:14]=[CH:15][C:16]([O:18][CH3:19])=[CH:17][C:11]=2[O:10][CH3:9])[CH:7]=1. The catalyst class is: 41. (2) Reactant: [F:1][C:2](=[C:6]([CH3:8])[CH3:7])[C:3](O)=[O:4].[CH3:9][NH:10][O:11][CH3:12].C(Cl)CCl.C1C=CC2N(O)N=NC=2C=1.CN1CCOCC1. Product: [CH3:12][O:11][N:10]([CH3:9])[C:3](=[O:4])[C:2]([F:1])=[C:6]([CH3:8])[CH3:7]. The catalyst class is: 2. (3) Reactant: C(O[C:4]([C:6]1[CH:7]=[C:8]2[CH:15]=[CH:14][NH:13][C:9]2=[N:10][C:11]=1[NH2:12])=[O:5])C.[OH-].[Na+].C(N(CC)CC)C.F[P-](F)(F)(F)(F)F.N1(O[P+](N(C)C)(N(C)C)N(C)C)C2C=CC=CC=2N=N1.[O:52]([C:59]1[S:63][C:62]([CH2:64][NH2:65])=[CH:61][CH:60]=1)[C:53]1[CH:58]=[CH:57][CH:56]=[CH:55][CH:54]=1. Product: [O:52]([C:59]1[S:63][C:62]([CH2:64][NH:65][C:4]([C:6]2[CH:7]=[C:8]3[CH:15]=[CH:14][NH:13][C:9]3=[N:10][C:11]=2[NH2:12])=[O:5])=[CH:61][CH:60]=1)[C:53]1[CH:54]=[CH:55][CH:56]=[CH:57][CH:58]=1. The catalyst class is: 823. (4) Reactant: C(OC([NH:8][NH:9][CH:10]1[CH2:15][CH2:14][CH2:13][N:12]([C:16]([O:18][CH2:19][C:20]2[CH:25]=[CH:24][CH:23]=[CH:22][CH:21]=2)=[O:17])[CH2:11]1)=O)(C)(C)C.[ClH:26]. Product: [ClH:26].[CH2:19]([O:18][C:16]([N:12]1[CH2:13][CH2:14][CH2:15][CH:10]([NH:9][NH2:8])[CH2:11]1)=[O:17])[C:20]1[CH:25]=[CH:24][CH:23]=[CH:22][CH:21]=1. The catalyst class is: 71. (5) Reactant: Br[C:2]1[CH:7]=[CH:6][CH:5]=[C:4]([CH3:8])[N:3]=1.[C:9]([N:12]1[C:21]2[C:16](=[CH:17][C:18]([C:22]#[N:23])=[CH:19][CH:20]=2)[CH:15]([NH2:24])[CH:14]([CH3:25])[CH:13]1[CH:26]1[CH2:28][CH2:27]1)(=[O:11])[CH3:10].CN(C1C(C2C(P(C3CCCCC3)C3CCCCC3)=CC=CC=2)=CC=CC=1)C.CC(C)([O-])C.[Na+]. Product: [C:9]([N:12]1[C:21]2[C:16](=[CH:17][C:18]([C:22]#[N:23])=[CH:19][CH:20]=2)[CH:15]([NH:24][C:2]2[CH:7]=[CH:6][CH:5]=[C:4]([CH3:8])[N:3]=2)[CH:14]([CH3:25])[CH:13]1[CH:26]1[CH2:28][CH2:27]1)(=[O:11])[CH3:10]. The catalyst class is: 102.